From a dataset of Forward reaction prediction with 1.9M reactions from USPTO patents (1976-2016). Predict the product of the given reaction. (1) Given the reactants [OH:1][C:2]1[C:3]([I:19])=[C:4]2[C:9](=[CH:10][CH:11]=1)[N:8]=[C:7]([C@:12]1([CH3:18])[CH2:16][O:15][C:14](=[O:17])[NH:13]1)[N:6]=[CH:5]2.[C:20]([CH:24]1[CH2:29][CH2:28][CH:27](OS(C)(=O)=O)[CH2:26][CH2:25]1)([CH3:23])([CH3:22])[CH3:21].C(=O)([O-])[O-].[Cs+].[Cs+].C(O)(C)(C)C.CC(=O)CC, predict the reaction product. The product is: [C:20]([C@H:24]1[CH2:29][CH2:28][C@H:27]([O:1][C:2]2[C:3]([I:19])=[C:4]3[C:9](=[CH:10][CH:11]=2)[N:8]=[C:7]([C@:12]2([CH3:18])[CH2:16][O:15][C:14](=[O:17])[NH:13]2)[N:6]=[CH:5]3)[CH2:26][CH2:25]1)([CH3:23])([CH3:22])[CH3:21]. (2) The product is: [OH:10][C:7]1[N:8]=[CH:9][C:4]([O:3][CH3:2])=[C:5]2[C:6]=1[NH:12][CH:13]=[CH:14]2. Given the reactants Cl.[CH3:2][O:3][C:4]1[CH:9]=[N:8][C:7]([O:10]C)=[C:6]2[NH:12][CH:13]=[CH:14][C:5]=12.CN1CCCC1=O, predict the reaction product. (3) The product is: [CH3:1][O:2][C:3]1[CH:8]=[CH:7][C:6]([NH:9][C:10]2[N:11]([CH2:32][CH2:33][CH2:34][N:35]3[CH2:40][CH2:39][CH2:38][CH2:37][CH2:36]3)[C:12]3[CH:17]=[C:16]([C:18]([O:20][CH2:21][CH3:22])=[O:19])[N:15]=[CH:14][C:13]=3[N:23]=2)=[CH:5][CH:4]=1. Given the reactants [CH3:1][O:2][C:3]1[CH:8]=[CH:7][C:6]([NH:9][C:10]2[NH:11][C:12]3[CH:17]=[C:16]([C:18]([O:20][CH2:21][CH3:22])=[O:19])[N:15]=[CH:14][C:13]=3[N:23]=2)=[CH:5][CH:4]=1.C([O-])([O-])=O.[K+].[K+].Cl.Cl[CH2:32][CH2:33][CH2:34][N:35]1[CH2:40][CH2:39][CH2:38][CH2:37][CH2:36]1.C(OCC)(=O)C, predict the reaction product. (4) Given the reactants Br[C:2]1[C:7]2[S:8][C:9]([CH3:11])=[CH:10][C:6]=2[CH:5]=[CH:4][CH:3]=1.CCN(CC)CC.CO.C[CH2:22][O:23][C:24](C)=[O:25], predict the reaction product. The product is: [CH3:22][O:23][C:24]([C:2]1[C:7]2[S:8][C:9]([CH3:11])=[CH:10][C:6]=2[CH:5]=[CH:4][CH:3]=1)=[O:25]. (5) Given the reactants Br[C:2]1[CH:3]=[N:4][C:5]2[N:6]([CH:8]=[C:9]([CH2:11][O:12][C:13]3[CH:18]=[CH:17][C:16]([F:19])=[CH:15][CH:14]=3)[N:10]=2)[CH:7]=1.[NH2:20][C:21]1[CH:22]=[C:23](B(O)O)[CH:24]=[CH:25][C:26]=1[CH3:27], predict the reaction product. The product is: [F:19][C:16]1[CH:17]=[CH:18][C:13]([O:12][CH2:11][C:9]2[N:10]=[C:5]3[N:4]=[CH:3][C:2]([C:23]4[CH:24]=[CH:25][C:26]([CH3:27])=[C:21]([CH:22]=4)[NH2:20])=[CH:7][N:6]3[CH:8]=2)=[CH:14][CH:15]=1. (6) Given the reactants [CH2:1]([C:5]1[CH:10]=[CH:9][C:8]([NH:11][CH2:12][CH:13]([CH3:15])[CH3:14])=[C:7]([CH3:16])[CH:6]=1)[CH2:2][CH2:3][CH3:4].Cl[S:18]([C:21]1[CH:26]=[CH:25][C:24]([O:27][CH2:28][C:29]([OH:31])=[O:30])=[C:23]([CH3:32])[CH:22]=1)(=[O:20])=[O:19], predict the reaction product. The product is: [CH2:1]([C:5]1[CH:10]=[CH:9][C:8]([N:11]([CH2:12][CH:13]([CH3:15])[CH3:14])[S:18]([C:21]2[CH:26]=[CH:25][C:24]([O:27][CH2:28][C:29]([OH:31])=[O:30])=[C:23]([CH3:32])[CH:22]=2)(=[O:20])=[O:19])=[C:7]([CH3:16])[CH:6]=1)[CH2:2][CH2:3][CH3:4]. (7) Given the reactants Cl[C:2]1[C:3]([NH2:9])=[N:4][CH:5]=[N:6][C:7]=1Cl.[NH2:10][CH2:11][CH:12]1[CH2:17][CH2:16][N:15]([C:18]([O:20]C(C)(C)C)=O)[CH2:14][CH2:13]1.[O:25]([C:32]1[CH:37]=[CH:36][C:35](B(O)O)=[CH:34][CH:33]=1)[C:26]1[CH:31]=[CH:30][CH:29]=[CH:28][CH:27]=1.[C:41]1(C(O)=O)[CH2:45][CH2:44][CH2:43][CH:42]=1, predict the reaction product. The product is: [NH2:9][C:3]1[N:4]=[CH:5][N:6]=[C:7]([NH:10][CH2:11][CH:12]2[CH2:13][CH2:14][N:15]([C:18]([C:41]3[CH2:45][CH2:44][CH2:43][CH:42]=3)=[O:20])[CH2:16][CH2:17]2)[C:2]=1[C:29]1[CH:30]=[CH:31][C:26]([O:25][C:32]2[CH:37]=[CH:36][CH:35]=[CH:34][CH:33]=2)=[CH:27][CH:28]=1.